Dataset: NCI-60 drug combinations with 297,098 pairs across 59 cell lines. Task: Regression. Given two drug SMILES strings and cell line genomic features, predict the synergy score measuring deviation from expected non-interaction effect. (1) Drug 1: CC1OCC2C(O1)C(C(C(O2)OC3C4COC(=O)C4C(C5=CC6=C(C=C35)OCO6)C7=CC(=C(C(=C7)OC)O)OC)O)O. Drug 2: C1CC(=O)NC(=O)C1N2C(=O)C3=CC=CC=C3C2=O. Cell line: DU-145. Synergy scores: CSS=12.4, Synergy_ZIP=1.19, Synergy_Bliss=1.58, Synergy_Loewe=-21.8, Synergy_HSA=1.45. (2) Drug 1: CN1CCC(CC1)COC2=C(C=C3C(=C2)N=CN=C3NC4=C(C=C(C=C4)Br)F)OC. Drug 2: CCC1=CC2CC(C3=C(CN(C2)C1)C4=CC=CC=C4N3)(C5=C(C=C6C(=C5)C78CCN9C7C(C=CC9)(C(C(C8N6C)(C(=O)OC)O)OC(=O)C)CC)OC)C(=O)OC.C(C(C(=O)O)O)(C(=O)O)O. Cell line: IGROV1. Synergy scores: CSS=71.4, Synergy_ZIP=8.58, Synergy_Bliss=8.58, Synergy_Loewe=8.43, Synergy_HSA=12.0. (3) Drug 1: C1C(C(OC1N2C=NC3=C(N=C(N=C32)Cl)N)CO)O. Drug 2: CS(=O)(=O)CCNCC1=CC=C(O1)C2=CC3=C(C=C2)N=CN=C3NC4=CC(=C(C=C4)OCC5=CC(=CC=C5)F)Cl. Cell line: 786-0. Synergy scores: CSS=13.8, Synergy_ZIP=-7.39, Synergy_Bliss=-3.16, Synergy_Loewe=-5.40, Synergy_HSA=-3.62.